Dataset: Full USPTO retrosynthesis dataset with 1.9M reactions from patents (1976-2016). Task: Predict the reactants needed to synthesize the given product. (1) Given the product [CH2:64]([S:71][C:2]1[CH:3]=[C:4]2[C:9](=[CH:10][CH:11]=1)[C:8]([Cl:12])=[N:7][N:6]=[CH:5]2)[C:65]1[CH:70]=[CH:69][CH:68]=[CH:67][CH:66]=1, predict the reactants needed to synthesize it. The reactants are: Br[C:2]1[CH:3]=[C:4]2[C:9](=[CH:10][CH:11]=1)[C:8]([Cl:12])=[N:7][N:6]=[CH:5]2.CC1(C)C2C(=C(P(C3C=CC=CC=3)C3C=CC=CC=3)C=CC=2)OC2C(P(C3C=CC=CC=3)C3C=CC=CC=3)=CC=CC1=2.C(N(CC)C(C)C)(C)C.[CH2:64]([SH:71])[C:65]1[CH:70]=[CH:69][CH:68]=[CH:67][CH:66]=1. (2) Given the product [O:5]1[C:6]2[CH:7]=[CH:2][CH:10]=[CH:11][C:9]=2[CH2:3][C:4]1=[O:8], predict the reactants needed to synthesize it. The reactants are: O[C:2]1[CH:7]=[CH:6][O:5][C:4](=[O:8])[C:3]=1[CH3:9].[CH2:10](O)[CH3:11].